This data is from Forward reaction prediction with 1.9M reactions from USPTO patents (1976-2016). The task is: Predict the product of the given reaction. (1) Given the reactants [CH2:1]([O:3][C:4]([C:6]1[CH:7]=[N:8][NH:9][CH:10]=1)=[O:5])[CH3:2].C(N(CC)CC)C.[C:18]1([C:24](Br)([C:31]2[CH:36]=[CH:35][CH:34]=[CH:33][CH:32]=2)[C:25]2[CH:30]=[CH:29][CH:28]=[CH:27][CH:26]=2)[CH:23]=[CH:22][CH:21]=[CH:20][CH:19]=1.O, predict the reaction product. The product is: [CH2:1]([O:3][C:4]([C:6]1[CH:7]=[N:8][N:9]([C:24]([C:18]2[CH:23]=[CH:22][CH:21]=[CH:20][CH:19]=2)([C:31]2[CH:32]=[CH:33][CH:34]=[CH:35][CH:36]=2)[C:25]2[CH:26]=[CH:27][CH:28]=[CH:29][CH:30]=2)[CH:10]=1)=[O:5])[CH3:2]. (2) Given the reactants [Cl:1][C:2]1[C:3]([NH:11][C:12]2[CH:16]=[C:15]([CH:17]3[CH2:19][CH2:18]3)[NH:14][N:13]=2)=[N:4][C:5]([C:8]([NH2:10])=O)=[N:6][CH:7]=1.COC1C=CC(P2(SP(C3C=CC(OC)=CC=3)(=S)S2)=[S:29])=CC=1, predict the reaction product. The product is: [Cl:1][C:2]1[C:3]([NH:11][C:12]2[CH:16]=[C:15]([CH:17]3[CH2:19][CH2:18]3)[NH:14][N:13]=2)=[N:4][C:5]([C:8](=[S:29])[NH2:10])=[N:6][CH:7]=1. (3) Given the reactants [CH2:1]([O:3][C:4](=[O:21])[CH:5]=[C:6]1[CH2:11][CH2:10][N:9]([C:12]([O:14][C:15]([CH3:18])([CH3:17])[CH3:16])=[O:13])[CH2:8][C:7]1([F:20])[F:19])[CH3:2], predict the reaction product. The product is: [CH2:1]([O:3][C:4](=[O:21])[CH2:5][CH:6]1[CH2:11][CH2:10][N:9]([C:12]([O:14][C:15]([CH3:16])([CH3:17])[CH3:18])=[O:13])[CH2:8][C:7]1([F:19])[F:20])[CH3:2]. (4) Given the reactants [Cl:1][C:2]1[CH:3]=[CH:4][C:5]([C:20]#[N:21])=[C:6]([C:8]2[CH:13]=[CH:12][N:11]([CH:14]([CH3:18])[C:15]([OH:17])=O)[C:10](=[O:19])[CH:9]=2)[CH:7]=1.[F:22][C:23]([F:37])([F:36])[C:24]1[N:28]=[C:27]([C:29]2[CH:35]=[CH:34][C:32]([NH2:33])=[CH:31][CH:30]=2)[NH:26][N:25]=1, predict the reaction product. The product is: [Cl:1][C:2]1[CH:3]=[CH:4][C:5]([C:20]#[N:21])=[C:6]([C:8]2[CH:13]=[CH:12][N:11]([CH:14]([CH3:18])[C:15]([NH:33][C:32]3[CH:34]=[CH:35][C:29]([C:27]4[NH:26][N:25]=[C:24]([C:23]([F:37])([F:36])[F:22])[N:28]=4)=[CH:30][CH:31]=3)=[O:17])[C:10](=[O:19])[CH:9]=2)[CH:7]=1. (5) Given the reactants [F:1][C:2]1[CH:19]=[C:18]([C:20]2[CH:25]=[CH:24][C:23]([O:26][CH2:27][CH:28]3[CH2:33][CH2:32][N:31]([CH2:34][C:35]([F:38])([CH3:37])[CH3:36])[CH2:30][CH2:29]3)=[CH:22][N:21]=2)[CH:17]=[CH:16][C:3]=1[C:4]([N:6]1[CH2:10][C@H:9]([OH:11])[CH2:8][C@H:7]1[C:12]([O:14]C)=[O:13])=[O:5].O[Li].O, predict the reaction product. The product is: [F:1][C:2]1[CH:19]=[C:18]([C:20]2[CH:25]=[CH:24][C:23]([O:26][CH2:27][CH:28]3[CH2:29][CH2:30][N:31]([CH2:34][C:35]([F:38])([CH3:36])[CH3:37])[CH2:32][CH2:33]3)=[CH:22][N:21]=2)[CH:17]=[CH:16][C:3]=1[C:4]([N:6]1[CH2:10][C@H:9]([OH:11])[CH2:8][C@H:7]1[C:12]([OH:14])=[O:13])=[O:5].